Dataset: Reaction yield outcomes from USPTO patents with 853,638 reactions. Task: Predict the reaction yield, written as a fraction of the theoretical maximum amount of product (1.0 means a 100% yield; for example, 0.34 means a 34% yield). (1) The reactants are [NH:1]1[CH2:6][CH2:5][CH:4]([C:7]([OH:9])=[O:8])[CH2:3][CH2:2]1.C(=O)([O-])O.[Na+].[CH:15]1[C:27]2[CH:26]([CH2:28][O:29][C:30](ON3C(=O)CCC3=O)=[O:31])[C:25]3[C:20](=[CH:21][CH:22]=[CH:23][CH:24]=3)[C:19]=2[CH:18]=[CH:17][CH:16]=1.Cl. The catalyst is O.O1CCCC1. The product is [CH:15]1[C:27]2[CH:26]([CH2:28][O:29][C:30]([N:1]3[CH2:6][CH2:5][CH:4]([C:7]([OH:9])=[O:8])[CH2:3][CH2:2]3)=[O:31])[C:25]3[C:20](=[CH:21][CH:22]=[CH:23][CH:24]=3)[C:19]=2[CH:18]=[CH:17][CH:16]=1. The yield is 0.850. (2) The reactants are CC[N:3](C(C)C)C(C)C.[CH3:10][C:11]([C:15]1[N:19]([CH2:20][CH:21]2[CH2:26][CH2:25][O:24][CH2:23][CH2:22]2)[C:18]2[CH:27]=[CH:28][C:29]([S:31]([N:34]3[CH:38]=[CH:37][C:36]([C:39]([OH:41])=O)=[CH:35]3)(=[O:33])=[O:32])=[CH:30][C:17]=2[N:16]=1)([CH3:14])[CH2:12][CH3:13].CN(C(ON1N=NC2C=CC=NC1=2)=[N+](C)C)C.F[P-](F)(F)(F)(F)F.N. The catalyst is CN(C=O)C. The product is [CH3:14][C:11]([C:15]1[N:19]([CH2:20][CH:21]2[CH2:26][CH2:25][O:24][CH2:23][CH2:22]2)[C:18]2[CH:27]=[CH:28][C:29]([S:31]([N:34]3[CH:38]=[CH:37][C:36]([C:39]([NH2:3])=[O:41])=[CH:35]3)(=[O:33])=[O:32])=[CH:30][C:17]=2[N:16]=1)([CH3:10])[CH2:12][CH3:13]. The yield is 0.450. (3) The reactants are [Br:1][C:2]1[CH:27]=[CH:26][C:5]([CH2:6][CH:7]2[CH2:12][CH2:11][N:10]([CH2:13][CH2:14][C:15]3[CH:16]=[C:17]4[C:22](=[CH:23][CH:24]=3)[O:21][CH2:20][CH2:19][C:18]4=[O:25])[CH2:9][CH2:8]2)=[CH:4][C:3]=1[O:28][CH2:29][CH2:30][O:31][CH3:32].[C:33]([OH:40])(=[O:39])/[CH:34]=[CH:35]/[C:36]([OH:38])=[O:37].CC(C)=O. The yield is 0.880. The product is [C:33]([OH:40])(=[O:39])/[CH:34]=[CH:35]/[C:36]([OH:38])=[O:37].[Br:1][C:2]1[CH:27]=[CH:26][C:5]([CH2:6][CH:7]2[CH2:12][CH2:11][N:10]([CH2:13][CH2:14][C:15]3[CH:16]=[C:17]4[C:22](=[CH:23][CH:24]=3)[O:21][CH2:20][CH2:19][C:18]4=[O:25])[CH2:9][CH2:8]2)=[CH:4][C:3]=1[O:28][CH2:29][CH2:30][O:31][CH3:32]. The catalyst is C(O)C.CO. (4) The reactants are C([O:8][C:9]1[CH:10]=[C:11]([C:23]2([C:26]#[N:27])[CH2:25][CH2:24]2)[CH:12]=[CH:13][C:14]=1[O:15]CC1C=CC=CC=1)C1C=CC=CC=1. The catalyst is CO.[Pd]. The product is [OH:8][C:9]1[CH:10]=[C:11]([C:23]2([C:26]#[N:27])[CH2:24][CH2:25]2)[CH:12]=[CH:13][C:14]=1[OH:15]. The yield is 0.920. (5) The reactants are [Cl-].O[NH3+:3].[C:4](=[O:7])([O-])[OH:5].[Na+].CS(C)=O.[CH2:13]([O:15][C:16]1[N:17]([CH2:30][C:31]2[CH:36]=[CH:35][C:34]([C:37]3[C:38]([C:43]#[N:44])=[CH:39][CH:40]=[CH:41][CH:42]=3)=[CH:33][CH:32]=2)[C:18](=[O:29])[C:19]([C:23]2[CH:28]=[CH:27][CH:26]=[CH:25][CH:24]=2)=[C:20]([CH3:22])[N:21]=1)[CH3:14]. The catalyst is O. The product is [CH2:13]([O:15][C:16]1[N:17]([CH2:30][C:31]2[CH:32]=[CH:33][C:34]([C:37]3[CH:42]=[CH:41][CH:40]=[CH:39][C:38]=3[C:43]3[NH:3][C:4](=[O:7])[O:5][N:44]=3)=[CH:35][CH:36]=2)[C:18](=[O:29])[C:19]([C:23]2[CH:24]=[CH:25][CH:26]=[CH:27][CH:28]=2)=[C:20]([CH3:22])[N:21]=1)[CH3:14]. The yield is 0.240. (6) The reactants are C([O:8][N:9]1[C@@H:13]([CH:14]([CH3:16])[CH3:15])[CH2:12][C@@H:11]([N:17]([CH2:37][CH2:38][CH3:39])[S:18]([C:21]2[CH:26]=[CH:25][C:24]([C:27]3[CH:32]=[CH:31][C:30]([C:33]([F:36])([F:35])[F:34])=[CH:29][CH:28]=3)=[CH:23][CH:22]=2)(=[O:20])=[O:19])[C:10]1=[O:40])C1C=CC=CC=1. The catalyst is CO.[Pd].[O-]S([O-])(=O)=O.[Ba+2]. The product is [OH:8][N:9]1[C@@H:13]([CH:14]([CH3:16])[CH3:15])[CH2:12][C@@H:11]([N:17]([CH2:37][CH2:38][CH3:39])[S:18]([C:21]2[CH:22]=[CH:23][C:24]([C:27]3[CH:32]=[CH:31][C:30]([C:33]([F:36])([F:34])[F:35])=[CH:29][CH:28]=3)=[CH:25][CH:26]=2)(=[O:20])=[O:19])[C:10]1=[O:40]. The yield is 0.950. (7) The reactants are [F:1][C:2]1[C:10]([O:11][CH2:12][C:13]2[CH2:14][C:15]3[C:20]([CH:21]=2)=[CH:19][C:18](B2OC(C)(C)C(C)(C)O2)=[CH:17][CH:16]=3)=[CH:9][CH:8]=[C:7]([F:31])[C:3]=1[C:4]([NH2:6])=[O:5].[C:32]1(OS(C(F)(F)F)(=O)=O)[CH2:36][CH2:35][CH2:34][CH:33]=1.P([O-])([O-])([O-])=O.[K+].[K+].[K+]. The catalyst is CN(C=O)C.O. The product is [CH:36]1([C:18]2[CH:19]=[C:20]3[C:15](=[CH:16][CH:17]=2)[CH2:14][C:13]([CH2:12][O:11][C:10]2[C:2]([F:1])=[C:3]([C:7]([F:31])=[CH:8][CH:9]=2)[C:4]([NH2:6])=[O:5])=[CH:21]3)[CH2:35][CH2:34][CH:33]=[CH:32]1. The yield is 0.650. (8) The reactants are [CH2:1]([O:3][C:4](=[O:17])[CH:5]=[C:6]1[C:14]2[C:9](=[CH:10][CH:11]=[C:12]([O:15][CH3:16])[CH:13]=2)[CH2:8][CH2:7]1)[CH3:2]. The catalyst is CO.[Pd]. The product is [CH2:1]([O:3][C:4](=[O:17])[CH2:5][CH:6]1[C:14]2[C:9](=[CH:10][CH:11]=[C:12]([O:15][CH3:16])[CH:13]=2)[CH2:8][CH2:7]1)[CH3:2]. The yield is 0.940. (9) The reactants are [Cl:1][C:2]1[S:6][C:5]([C:7]2[O:11][N:10]=[CH:9][C:8]=2[CH2:12][CH2:13][C:14](OC)=[O:15])=[CH:4][CH:3]=1.[H-].C([Al+]CC(C)C)C(C)C.Cl. The catalyst is O1CCCC1. The product is [Cl:1][C:2]1[S:6][C:5]([C:7]2[O:11][N:10]=[CH:9][C:8]=2[CH2:12][CH2:13][CH2:14][OH:15])=[CH:4][CH:3]=1. The yield is 0.730.